Dataset: Forward reaction prediction with 1.9M reactions from USPTO patents (1976-2016). Task: Predict the product of the given reaction. (1) Given the reactants [Cl:1][C:2]1[CH:3]=[CH:4][CH:5]=[C:6]2[C:11]=1[N:10]=[C:9]([C:12]1[C:13](Cl)=[N:14][CH:15]=[C:16]([F:18])[CH:17]=1)[C:8]([C@@H:20]([N:22]1[C:30](=[O:31])[C:29]3[C:24](=[CH:25][CH:26]=[CH:27][CH:28]=3)[C:23]1=[O:32])[CH3:21])=[CH:7]2.O1CCO[CH2:35][CH2:34]1.C([Al](CC)CC)C.Cl, predict the reaction product. The product is: [Cl:1][C:2]1[CH:3]=[CH:4][CH:5]=[C:6]2[C:11]=1[N:10]=[C:9]([C:12]1[C:13]([CH2:34][CH3:35])=[N:14][CH:15]=[C:16]([F:18])[CH:17]=1)[C:8]([C@@H:20]([N:22]1[C:23](=[O:32])[C:24]3[C:29](=[CH:28][CH:27]=[CH:26][CH:25]=3)[C:30]1=[O:31])[CH3:21])=[CH:7]2. (2) Given the reactants [CH:1]1([N:5]2[C:9](B3OC(C)(C)C(C)(C)O3)=[CH:8][CH:7]=[N:6]2)[CH2:4][CH2:3][CH2:2]1.Br[C:20]1[C:25]([CH2:26][OH:27])=[CH:24][CH:23]=[CH:22][N:21]=1.C(=O)([O-])[O-].[Na+].[Na+].O1CCOCC1, predict the reaction product. The product is: [CH:1]1([N:5]2[C:9]([C:20]3[C:25]([CH2:26][OH:27])=[CH:24][CH:23]=[CH:22][N:21]=3)=[CH:8][CH:7]=[N:6]2)[CH2:2][CH2:3][CH2:4]1. (3) Given the reactants [F:1][C:2]1[CH:7]=[C:6]([O:8][CH3:9])[CH:5]=[CH:4][C:3]=1[CH:10]([O:14][CH3:15])[C:11]([OH:13])=O.[NH2:16][CH2:17][C:18]1[CH:25]=[CH:24][C:21]([C:22]#[N:23])=[C:20]([F:26])[CH:19]=1, predict the reaction product. The product is: [C:22]([C:21]1[CH:24]=[CH:25][C:18]([CH2:17][NH:16][C:11](=[O:13])[CH:10]([C:3]2[CH:4]=[CH:5][C:6]([O:8][CH3:9])=[CH:7][C:2]=2[F:1])[O:14][CH3:15])=[CH:19][C:20]=1[F:26])#[N:23]. (4) Given the reactants [NH2:1][C:2]1[N:7]=[C:6]([C:8]2[CH:13]=[CH:12][CH:11]=[CH:10][CH:9]=2)[C:5]([C:14]2[CH:15]=[CH:16][C:17](=[O:23])[N:18]([CH:20]([CH3:22])[CH3:21])[N:19]=2)=[CH:4][C:3]=1I.[C:25]1(OB(O)O)[CH:30]=[CH:29][CH:28]=[CH:27][CH:26]=1.C([O-])([O-])=O.[Na+].[Na+].C([O-])(O)=O.[Na+], predict the reaction product. The product is: [NH2:1][C:2]1[N:7]=[C:6]([C:8]2[CH:13]=[CH:12][CH:11]=[CH:10][CH:9]=2)[C:5]([C:14]2[CH:15]=[CH:16][C:17](=[O:23])[N:18]([CH:20]([CH3:22])[CH3:21])[N:19]=2)=[CH:4][C:3]=1[C:25]1[CH:30]=[CH:29][CH:28]=[CH:27][CH:26]=1. (5) Given the reactants [CH2:1]([S:8][C:9]1[CH:14]=[CH:13][C:12]([CH:15]2OCC[O:16]2)=[CH:11][CH:10]=1)[C:2]1[CH:7]=[CH:6][CH:5]=[CH:4][CH:3]=1.O1CCCC1.Cl.C(=O)([O-])O.[Na+], predict the reaction product. The product is: [CH2:1]([S:8][C:9]1[CH:10]=[CH:11][C:12]([CH:15]=[O:16])=[CH:13][CH:14]=1)[C:2]1[CH:3]=[CH:4][CH:5]=[CH:6][CH:7]=1. (6) Given the reactants [CH2:1]([C:4]1[C:13]2[O:12][CH2:11][C:10]3=[C:14]([C:17]([OH:19])=O)[N:15]=[CH:16][N:9]3[C:8]=2[CH:7]=[CH:6][CH:5]=1)[CH:2]=[CH2:3].[CH:20]1([NH2:25])[CH2:24][CH2:23][CH2:22][CH2:21]1, predict the reaction product. The product is: [CH:20]1([NH:25][C:17]([C:14]2[N:15]=[CH:16][N:9]3[C:8]4[CH:7]=[CH:6][CH:5]=[C:4]([CH2:1][CH:2]=[CH2:3])[C:13]=4[O:12][CH2:11][C:10]=23)=[O:19])[CH2:24][CH2:23][CH2:22][CH2:21]1. (7) Given the reactants [Cl:1][C:2]1[C:3]([C:26]2[N:30]3[CH:31]=[CH:32][CH:33]=[CH:34][C:29]3=[N:28][CH:27]=2)=[N:4][C:5]([NH:8][C:9]2[CH:14]=[CH:13][C:12]([C:15]([N:17]3[CH2:22][C@@H:21]4[CH2:23][C@H:18]3[CH2:19][NH:20]4)=[O:16])=[CH:11][C:10]=2[O:24][CH3:25])=[N:6][CH:7]=1.[CH3:35]N1CC2CC1CN2.CN(C(ON1N=NC2C=CC=NC1=2)=[N+](C)C)C.F[P-](F)(F)(F)(F)F.C(N(CC)C(C)C)(C)C, predict the reaction product. The product is: [Cl:1][C:2]1[C:3]([C:26]2[N:30]3[CH:31]=[CH:32][CH:33]=[CH:34][C:29]3=[N:28][CH:27]=2)=[N:4][C:5]([NH:8][C:9]2[CH:14]=[CH:13][C:12]([C:15]([N:17]3[CH2:22][C@@H:21]4[CH2:23][C@H:18]3[CH2:19][N:20]4[CH3:35])=[O:16])=[CH:11][C:10]=2[O:24][CH3:25])=[N:6][CH:7]=1.